Task: Regression. Given two drug SMILES strings and cell line genomic features, predict the synergy score measuring deviation from expected non-interaction effect.. Dataset: Merck oncology drug combination screen with 23,052 pairs across 39 cell lines (1) Drug 1: CN1C(=O)C=CC2(C)C3CCC4(C)C(NC(=O)OCC(F)(F)F)CCC4C3CCC12. Drug 2: O=C(O)C1(Cc2cccc(Nc3nccs3)n2)CCC(Oc2cccc(Cl)c2F)CC1. Cell line: VCAP. Synergy scores: synergy=5.82. (2) Drug 1: COc1cc(C2c3cc4c(cc3C(OC3OC5COC(C)OC5C(O)C3O)C3COC(=O)C23)OCO4)cc(OC)c1O. Drug 2: Cn1nnc2c(C(N)=O)ncn2c1=O. Cell line: HCT116. Synergy scores: synergy=-7.18. (3) Drug 1: CC(=O)OC1C(=O)C2(C)C(O)CC3OCC3(OC(C)=O)C2C(OC(=O)c2ccccc2)C2(O)CC(OC(=O)C(O)C(NC(=O)c3ccccc3)c3ccccc3)C(C)=C1C2(C)C. Drug 2: Cc1nc(Nc2ncc(C(=O)Nc3c(C)cccc3Cl)s2)cc(N2CCN(CCO)CC2)n1. Cell line: A2780. Synergy scores: synergy=56.1. (4) Drug 1: COC1=C2CC(C)CC(OC)C(O)C(C)C=C(C)C(OC(N)=O)C(OC)C=CC=C(C)C(=O)NC(=CC1=O)C2=O. Drug 2: CCc1c2c(nc3ccc(O)cc13)-c1cc3c(c(=O)n1C2)COC(=O)C3(O)CC. Cell line: UWB1289BRCA1. Synergy scores: synergy=1.93. (5) Drug 1: CCC1=CC2CN(C1)Cc1c([nH]c3ccccc13)C(C(=O)OC)(c1cc3c(cc1OC)N(C)C1C(O)(C(=O)OC)C(OC(C)=O)C4(CC)C=CCN5CCC31C54)C2. Drug 2: CCc1cnn2c(NCc3ccc[n+]([O-])c3)cc(N3CCCCC3CCO)nc12. Cell line: UWB1289BRCA1. Synergy scores: synergy=4.21.